This data is from TCR-epitope binding with 47,182 pairs between 192 epitopes and 23,139 TCRs. The task is: Binary Classification. Given a T-cell receptor sequence (or CDR3 region) and an epitope sequence, predict whether binding occurs between them. (1) The epitope is HLVDFQVTI. The TCR CDR3 sequence is CASSLELTGSTDTQYF. Result: 1 (the TCR binds to the epitope). (2) The TCR CDR3 sequence is CSARENYEQYF. The epitope is LSDDAVVCFNSTY. Result: 0 (the TCR does not bind to the epitope). (3) The epitope is AYAQKIFKI. The TCR CDR3 sequence is CSARDAPSRETQYF. Result: 0 (the TCR does not bind to the epitope). (4) The epitope is SLYNTVATL. The TCR CDR3 sequence is CASSSGTASTDTQYF. Result: 0 (the TCR does not bind to the epitope). (5) The epitope is FLRGRAYGL. The TCR CDR3 sequence is CASSPLGEYNEQFF. Result: 0 (the TCR does not bind to the epitope).